Dataset: Reaction yield outcomes from USPTO patents with 853,638 reactions. Task: Predict the reaction yield, written as a fraction of the theoretical maximum amount of product (1.0 means a 100% yield; for example, 0.34 means a 34% yield). (1) The reactants are C(=O)(OC)[O:2][C:3]1[CH:8]=[C:7]([N+:9]([O-:11])=[O:10])[C:6]([F:12])=[CH:5][C:4]=1[C:13]([CH3:16])([CH3:15])[CH3:14].N1CCCCC1. The catalyst is C(Cl)Cl. The product is [C:13]([C:4]1[CH:5]=[C:6]([F:12])[C:7]([N+:9]([O-:11])=[O:10])=[CH:8][C:3]=1[OH:2])([CH3:16])([CH3:14])[CH3:15]. The yield is 0.620. (2) The reactants are [CH3:1][N:2]1[C:6]([C:7]([F:10])([F:9])[F:8])=[CH:5][C:4]([NH:11][C:12](=[O:20])OC2C=CC=CC=2)=[N:3]1.[CH3:21][O:22][C:23]1[CH:24]=[C:25]2[C:30](=[CH:31][C:32]=1[O:33][CH3:34])[N:29]=[CH:28][N:27]=[C:26]2[S:35][C:36]1[CH:37]=[C:38]([CH:40]=[CH:41][CH:42]=1)[NH2:39].C(N(CC)C(C)C)(C)C. The catalyst is C1COCC1. The product is [CH3:21][O:22][C:23]1[CH:24]=[C:25]2[C:30](=[CH:31][C:32]=1[O:33][CH3:34])[N:29]=[CH:28][N:27]=[C:26]2[S:35][C:36]1[CH:37]=[C:38]([NH:39][C:12]([NH:11][C:4]2[CH:5]=[C:6]([C:7]([F:8])([F:9])[F:10])[N:2]([CH3:1])[N:3]=2)=[O:20])[CH:40]=[CH:41][CH:42]=1. The yield is 0.170. (3) The reactants are [C:1](#[N:4])[CH:2]=[CH2:3].[OH2:5].[NH2:6][NH2:7].[CH:8](=O)[C:9]1[CH:14]=[CH:13][C:12](OC)=[CH:11][CH:10]=1.[CH3:18]C(C)([O-])C.[Na+].Cl. The catalyst is C1COCC1.C(O)CCC. The product is [CH3:18][O:5][C:12]1[CH:13]=[CH:14][C:9]([CH2:8][N:6]2[C:1]([NH2:4])=[CH:2][CH:3]=[N:7]2)=[CH:10][CH:11]=1. The yield is 0.460. (4) The reactants are Cl[C:2]1[CH:3]=[C:4]([NH:12][C:13]2[N:14]=[CH:15][C:16]3[CH2:17][C:18](=[O:32])[NH:19][C:20]4[CH:27]=[C:26]([C:28]([F:31])([F:30])[F:29])[CH:25]=[CH:24][C:21]=4[C:22]=3[N:23]=2)[C:5]([C:8]([F:11])([F:10])[F:9])=[N:6][CH:7]=1.[CH2:33]([N:36]([CH3:38])[CH3:37])[C:34]#[CH:35].C(=O)([O-])[O-].[Cs+].[Cs+].CC(C1C=C(C(C)C)C(C2C=CC=CC=2P(C2CCCCC2)C2CCCCC2)=C(C(C)C)C=1)C. The catalyst is CN(C=O)C.CC#N.CC#N.Cl[Pd]Cl. The product is [CH3:37][N:36]([CH3:38])[CH2:33][C:34]#[C:35][C:2]1[CH:3]=[C:4]([NH:12][C:13]2[N:14]=[CH:15][C:16]3[CH2:17][C:18](=[O:32])[NH:19][C:20]4[CH:27]=[C:26]([C:28]([F:31])([F:29])[F:30])[CH:25]=[CH:24][C:21]=4[C:22]=3[N:23]=2)[C:5]([C:8]([F:11])([F:9])[F:10])=[N:6][CH:7]=1. The yield is 0.660.